Regression. Given two drug SMILES strings and cell line genomic features, predict the synergy score measuring deviation from expected non-interaction effect. From a dataset of NCI-60 drug combinations with 297,098 pairs across 59 cell lines. (1) Drug 1: CC1=C2C(C(=O)C3(C(CC4C(C3C(C(C2(C)C)(CC1OC(=O)C(C(C5=CC=CC=C5)NC(=O)C6=CC=CC=C6)O)O)OC(=O)C7=CC=CC=C7)(CO4)OC(=O)C)O)C)OC(=O)C. Drug 2: COCCOC1=C(C=C2C(=C1)C(=NC=N2)NC3=CC=CC(=C3)C#C)OCCOC.Cl. Cell line: HCC-2998. Synergy scores: CSS=44.3, Synergy_ZIP=3.59, Synergy_Bliss=5.22, Synergy_Loewe=-19.0, Synergy_HSA=4.33. (2) Drug 1: C1=CC(=CC=C1CCC2=CNC3=C2C(=O)NC(=N3)N)C(=O)NC(CCC(=O)O)C(=O)O. Drug 2: CC1CCC2CC(C(=CC=CC=CC(CC(C(=O)C(C(C(=CC(C(=O)CC(OC(=O)C3CCCCN3C(=O)C(=O)C1(O2)O)C(C)CC4CCC(C(C4)OC)OCCO)C)C)O)OC)C)C)C)OC. Cell line: BT-549. Synergy scores: CSS=30.0, Synergy_ZIP=-6.34, Synergy_Bliss=-2.66, Synergy_Loewe=0.135, Synergy_HSA=3.68.